This data is from Forward reaction prediction with 1.9M reactions from USPTO patents (1976-2016). The task is: Predict the product of the given reaction. (1) Given the reactants C(O[C:4]([C:6]1[S:10][C:9]([O:11][CH2:12][C:13]2[C:14]([C:19]3[CH:24]=[CH:23][CH:22]=[CH:21][CH:20]=3)=[N:15][O:16][C:17]=2[CH3:18])=[N:8][CH:7]=1)=[O:5])C.[NH2:25][C:26]([CH3:30])([CH3:29])[CH2:27][OH:28], predict the reaction product. The product is: [OH:28][CH2:27][C:26]([NH:25][C:4]([C:6]1[S:10][C:9]([O:11][CH2:12][C:13]2[C:14]([C:19]3[CH:20]=[CH:21][CH:22]=[CH:23][CH:24]=3)=[N:15][O:16][C:17]=2[CH3:18])=[N:8][CH:7]=1)=[O:5])([CH3:30])[CH3:29]. (2) Given the reactants [F:1][C:2]([F:13])([F:12])[C:3]1[CH:8]=[CH:7][C:6](B(O)O)=[CH:5][CH:4]=1.Br[C:15]1[CH:16]=[CH:17][C:18]2[O:22][C:21]([N:23]3[CH:29]4[CH2:30][CH2:31][N:26]([CH2:27][CH2:28]4)[CH2:25][CH2:24]3)=[N:20][C:19]=2[CH:32]=1, predict the reaction product. The product is: [F:1][C:2]([F:13])([F:12])[C:3]1[CH:8]=[CH:7][C:6]([C:15]2[CH:16]=[CH:17][C:18]3[O:22][C:21]([N:23]4[CH:29]5[CH2:28][CH2:27][N:26]([CH2:31][CH2:30]5)[CH2:25][CH2:24]4)=[N:20][C:19]=3[CH:32]=2)=[CH:5][CH:4]=1. (3) Given the reactants [O:1]=[C:2]([CH2:8][C:9]1[CH:14]=[CH:13][CH:12]=[CH:11][CH:10]=1)[CH2:3][C:4]([O:6][CH3:7])=[O:5].CO[CH:17]([N:20]([CH3:22])[CH3:21])OC, predict the reaction product. The product is: [CH3:17][N:20]([CH:22]=[C:3]([C:2](=[O:1])[CH2:8][C:9]1[CH:14]=[CH:13][CH:12]=[CH:11][CH:10]=1)[C:4]([O:6][CH3:7])=[O:5])[CH3:21]. (4) Given the reactants [F:1][C:2]1[C:7]([OH:8])=[CH:6][CH:5]=[CH:4][C:3]=1[CH2:9][NH:10][C:11]([C:13]1[CH:14]=[C:15]2[C:20](=[CH:21][CH:22]=1)[N:19]=[CH:18][CH:17]=[CH:16]2)=[O:12].C(=O)([O-])[O-].[K+].[K+].CN(C=O)C.Br[CH2:35][CH:36]=[CH:37][CH3:38], predict the reaction product. The product is: [CH2:35]([O:8][C:7]1[C:2]([F:1])=[C:3]([CH2:9][NH:10][C:11]([C:13]2[CH:14]=[C:15]3[C:20](=[CH:21][CH:22]=2)[N:19]=[CH:18][CH:17]=[CH:16]3)=[O:12])[CH:4]=[CH:5][CH:6]=1)[CH:36]=[CH:37][CH3:38].